This data is from Full USPTO retrosynthesis dataset with 1.9M reactions from patents (1976-2016). The task is: Predict the reactants needed to synthesize the given product. (1) Given the product [ClH:102].[ClH:102].[CH2:79]([O:78][C:73]1[C:72]([O:81][CH3:82])=[CH:71][C:70]([CH2:69][C:64]2[C:63]3[C:68](=[C:59]([NH2:101])[C:60]([O:83][CH2:84][CH3:85])=[CH:61][CH:62]=3)[CH:67]=[N:66][CH:65]=2)=[CH:75][C:74]=1[O:76][CH3:77])[CH3:80], predict the reactants needed to synthesize it. The reactants are: C1C=CC(P(C2C(C3C(P(C4C=CC=CC=4)C4C=CC=CC=4)=CC=C4C=3C=CC=C4)=C3C(C=CC=C3)=CC=2)C2C=CC=CC=2)=CC=1.C([O-])([O-])=O.[Cs+].[Cs+].FC(F)(F)S(O[C:59]1[C:60]([O:83][CH2:84][CH3:85])=[CH:61][CH:62]=[C:63]2[C:68]=1[CH:67]=[N:66][CH:65]=[C:64]2[CH2:69][C:70]1[CH:75]=[C:74]([O:76][CH3:77])[C:73]([O:78][CH2:79][CH3:80])=[C:72]([O:81][CH3:82])[CH:71]=1)(=O)=O.C(=[NH:101])(C1C=CC=CC=1)C1C=CC=CC=1.[ClH:102].CO. (2) Given the product [CH3:1][O:2][CH:3]([O:15][CH3:16])[C:4]1[CH:5]=[C:6]([C:8]2[CH:13]=[CH:12][N:11]=[CH:10][CH:9]=2)[N:25]([C:22]2[CH:23]=[CH:24][C:19]([F:18])=[CH:20][CH:21]=2)[N:26]=1, predict the reactants needed to synthesize it. The reactants are: [CH3:1][O:2][CH:3]([O:15][CH3:16])[C:4](=O)[CH2:5][C:6]([C:8]1[CH:13]=[CH:12][N:11]=[CH:10][CH:9]=1)=O.Cl.[F:18][C:19]1[CH:24]=[CH:23][C:22]([NH:25][NH2:26])=[CH:21][CH:20]=1. (3) Given the product [CH:34]1([N:31]([CH2:2][C:3]2[CH:8]=[CH:7][C:6]([C:9]3[S:17][C:16]4[C:11](=[N:12][CH:13]=[CH:14][C:15]=4[O:18][C:19]4[CH:24]=[CH:23][C:22]([N+:25]([O-:27])=[O:26])=[CH:21][C:20]=4[F:28])[CH:10]=3)=[CH:5][CH:4]=2)[C:44](=[O:45])[O:46][C:47]([CH3:48])([CH3:49])[CH3:50])[CH2:35][CH2:51]1, predict the reactants needed to synthesize it. The reactants are: Cl[CH2:2][C:3]1[CH:8]=[CH:7][C:6]([C:9]2[S:17][C:16]3[C:11](=[N:12][CH:13]=[CH:14][C:15]=3[O:18][C:19]3[CH:24]=[CH:23][C:22]([N+:25]([O-:27])=[O:26])=[CH:21][C:20]=3[F:28])[CH:10]=2)=[CH:5][CH:4]=1.C([N:31]([CH2:34][CH3:35])CC)C.[CH3:48][C:47]([O:46][C:44](O[C:44]([O:46][C:47]([CH3:50])([CH3:49])[CH3:48])=[O:45])=[O:45])([CH3:50])[CH3:49].[CH3:51]OCCOC. (4) Given the product [Cl:15][C:16]1[N:21]=[C:20]([NH:1][CH2:2][C@H:3]2[CH2:7][CH2:6][CH2:5][N:4]2[C:8]([O:10][C:11]([CH3:14])([CH3:13])[CH3:12])=[O:9])[C:19]([CH3:23])=[CH:18][N:17]=1, predict the reactants needed to synthesize it. The reactants are: [NH2:1][CH2:2][C@H:3]1[CH2:7][CH2:6][CH2:5][N:4]1[C:8]([O:10][C:11]([CH3:14])([CH3:13])[CH3:12])=[O:9].[Cl:15][C:16]1[N:21]=[C:20](Cl)[C:19]([CH3:23])=[CH:18][N:17]=1. (5) Given the product [F:47][C:13]1[CH:14]=[C:15]([C:18]([NH:40][S@@:41]([C:43]([CH3:46])([CH3:45])[CH3:44])=[O:42])([C:26]2[CH:31]=[C:30]([O:32][C:33]([F:37])([F:38])[CH:34]([F:35])[F:36])[CH:29]=[C:28]([F:39])[CH:27]=2)[CH2:19][C:20]2[CH:21]=[CH:22][CH:23]=[CH:24][CH:25]=2)[CH:16]=[CH:17][C:12]=1[OH:11], predict the reactants needed to synthesize it. The reactants are: C[O-].[Na+].[Si]([O:11][C:12]1[CH:17]=[CH:16][C:15]([C:18]([NH:40][S@@:41]([C:43]([CH3:46])([CH3:45])[CH3:44])=[O:42])([C:26]2[CH:31]=[C:30]([O:32][C:33]([F:38])([F:37])[CH:34]([F:36])[F:35])[CH:29]=[C:28]([F:39])[CH:27]=2)[CH2:19][C:20]2[CH:25]=[CH:24][CH:23]=[CH:22][CH:21]=2)=[CH:14][C:13]=1[F:47])(C(C)(C)C)(C)C. (6) Given the product [CH3:26][C:15]1([CH2:14][N:11]2[CH2:10][CH2:9][N:8]([C:28]3[O:29][C:30]4[CH:36]=[CH:35][CH:34]=[CH:33][C:31]=4[N:32]=3)[CH2:13][CH2:12]2)[O:19][C:18]2=[N:20][C:21]([N+:23]([O-:25])=[O:24])=[CH:22][N:17]2[CH2:16]1, predict the reactants needed to synthesize it. The reactants are: C(OC([N:8]1[CH2:13][CH2:12][N:11]([CH2:14][C:15]2([CH3:26])[O:19][C:18]3=[N:20][C:21]([N+:23]([O-:25])=[O:24])=[CH:22][N:17]3[CH2:16]2)[CH2:10][CH2:9]1)=O)(C)(C)C.Cl[C:28]1[O:29][C:30]2[CH:36]=[CH:35][CH:34]=[CH:33][C:31]=2[N:32]=1.C(N(CC)CC)C.O. (7) Given the product [Cl:1][C:2]1[CH:3]=[C:4]([CH2:19][N:34]2[C:30]([CH3:29])=[CH:31][C:32]([C:35]([O:37][CH2:38][CH3:39])=[O:36])=[N:33]2)[C:5]2[O:9][C:8]([C:10]3[CH:15]=[CH:14][C:13]([F:16])=[CH:12][C:11]=3[F:17])=[CH:7][C:6]=2[CH:18]=1, predict the reactants needed to synthesize it. The reactants are: [Cl:1][C:2]1[CH:3]=[C:4]([CH2:19]Cl)[C:5]2[O:9][C:8]([C:10]3[CH:15]=[CH:14][C:13]([F:16])=[CH:12][C:11]=3[F:17])=[CH:7][C:6]=2[CH:18]=1.C(=O)([O-])[O-].[K+].[K+].[I-].[Na+].[CH3:29][C:30]1[NH:34][N:33]=[C:32]([C:35]([O:37][CH2:38][CH3:39])=[O:36])[CH:31]=1. (8) Given the product [Br:16][CH:11]1[C:10](=[O:15])[CH:9]([C:3]2[CH:4]=[C:5]([F:8])[CH:6]=[CH:7][C:2]=2[F:1])[CH2:14][CH2:13][CH2:12]1, predict the reactants needed to synthesize it. The reactants are: [F:1][C:2]1[CH:7]=[CH:6][C:5]([F:8])=[CH:4][C:3]=1[CH:9]1[CH2:14][CH2:13][CH2:12][CH2:11][C:10]1=[O:15].[Br:16]Br. (9) The reactants are: [F:1][C:2]1[C:3]([NH:15][C:16]2[CH:21]=[CH:20][C:19]([C:22]#[C:23][Si:24]([CH3:27])([CH3:26])[CH3:25])=[CH:18][C:17]=2[F:28])=[C:4]([CH:11]=[CH:12][C:13]=1[F:14])[C:5](N(OC)C)=[O:6].[CH3:29][Mg]Br. Given the product [F:1][C:2]1[C:3]([NH:15][C:16]2[CH:21]=[CH:20][C:19]([C:22]#[C:23][Si:24]([CH3:25])([CH3:26])[CH3:27])=[CH:18][C:17]=2[F:28])=[C:4]([C:5](=[O:6])[CH3:29])[CH:11]=[CH:12][C:13]=1[F:14], predict the reactants needed to synthesize it. (10) The reactants are: C(O)(=O)C.[NH2:5][C:6]1[CH:7]=[N:8][CH:9]=[CH:10][C:11]=1[NH:12][C:13]([C:15]1([NH:18][C:19](=[O:28])[O:20][CH2:21][C:22]2[CH:27]=[CH:26][CH:25]=[CH:24][CH:23]=2)[CH2:17][CH2:16]1)=O.C(=O)([O-])[O-].[Na+].[Na+]. Given the product [NH:12]1[C:11]2[CH:10]=[CH:9][N:8]=[CH:7][C:6]=2[N:5]=[C:13]1[C:15]1([NH:18][C:19](=[O:28])[O:20][CH2:21][C:22]2[CH:27]=[CH:26][CH:25]=[CH:24][CH:23]=2)[CH2:17][CH2:16]1, predict the reactants needed to synthesize it.